This data is from Reaction yield outcomes from USPTO patents with 853,638 reactions. The task is: Predict the reaction yield, written as a fraction of the theoretical maximum amount of product (1.0 means a 100% yield; for example, 0.34 means a 34% yield). (1) The reactants are [NH2:1][CH2:2][CH2:3][C:4]1[N:5]([CH:26]([C:33]2[CH:38]=[CH:37][CH:36]=[CH:35][CH:34]=2)[C:27]2[CH:32]=[CH:31][CH:30]=[CH:29][CH:28]=2)[C:6]2[C:11]([C:12]=1[CH2:13][CH2:14][CH2:15][C:16]1[CH:24]=[CH:23][C:19]([C:20]([OH:22])=[O:21])=[CH:18][CH:17]=1)=[CH:10][C:9]([Cl:25])=[CH:8][CH:7]=2.C[Si](N([Si](C)(C)C)C(=O)C(F)(F)F)(C)C.N1C=CC=CC=1.[Cl:60][C:61]1[CH:62]=[C:63]([CH2:68][S:69](Cl)(=[O:71])=[O:70])[CH:64]=[CH:65][C:66]=1[Cl:67].Cl. The product is [CH:26]([N:5]1[C:6]2[C:11](=[CH:10][C:9]([Cl:25])=[CH:8][CH:7]=2)[C:12]([CH2:13][CH2:14][CH2:15][C:16]2[CH:24]=[CH:23][C:19]([C:20]([OH:22])=[O:21])=[CH:18][CH:17]=2)=[C:4]1[CH2:3][CH2:2][NH:1][S:69]([CH2:68][C:63]1[CH:64]=[CH:65][C:66]([Cl:67])=[C:61]([Cl:60])[CH:62]=1)(=[O:71])=[O:70])([C:27]1[CH:32]=[CH:31][CH:30]=[CH:29][CH:28]=1)[C:33]1[CH:34]=[CH:35][CH:36]=[CH:37][CH:38]=1. The yield is 0.720. The catalyst is ClCCl.CCCCCCC.C1(C)C=CC=CC=1.O. (2) The reactants are [CH:1](=[O:10])[C:2]1[CH:7]=[CH:6][CH:5]=[C:4](OC)[CH:3]=1.[C:11]1([CH2:17][C:18]([OH:20])=O)[CH:16]=[CH:15][CH:14]=[CH:13][CH:12]=1.[CH2:21](N(CC)CC)C.[OH2:28]. The catalyst is C(OC(=O)C)(=O)C. The product is [C:11]1([C:17]2[C:18]([O:20][CH3:21])=[CH:7][CH:6]=[CH:5][C:4]=2[CH:3]=[CH:2][C:1]([OH:10])=[O:28])[CH:12]=[CH:13][CH:14]=[CH:15][CH:16]=1. The yield is 0.640. (3) The reactants are [I:1][C:2]1[CH:3]=[C:4]([CH:7]=[C:8]([I:11])[C:9]=1[OH:10])[CH:5]=[O:6].[H-].[Na+].[CH2:14](Cl)[O:15][CH2:16][CH2:17][O:18][CH3:19]. The catalyst is C1COCC1. The product is [I:1][C:2]1[CH:3]=[C:4]([CH:7]=[C:8]([I:11])[C:9]=1[O:10][CH2:14][O:15][CH2:16][CH2:17][O:18][CH3:19])[CH:5]=[O:6]. The yield is 0.690. (4) The reactants are [Br:1][C:2]1[CH:7]=[CH:6][CH:5]=[C:4]([N+:8]([O-:10])=[O:9])[C:3]=1[OH:11].[C:12](=O)([O-])[O-].[K+].[K+].IC. The catalyst is CC(C)=O. The product is [Br:1][C:2]1[CH:7]=[CH:6][CH:5]=[C:4]([N+:8]([O-:10])=[O:9])[C:3]=1[O:11][CH3:12]. The yield is 0.900. (5) The reactants are [Cl:1][C:2]1[CH:3]=[CH:4][C:5]([NH:8][C:9]([C:11]2[CH:16]=[CH:15][CH:14]=[CH:13][C:12]=2[NH:17][C:18]([C:20]2[CH:25]=[CH:24][C:23]([C:26]3[CH:31]=[CH:30][CH:29]=[CH:28][C:27]=3[C:32]#[N:33])=[CH:22][CH:21]=2)=[O:19])=[O:10])=[N:6][CH:7]=1.Cl.[OH:35][NH2:36].C(N(CC)CC)C. The catalyst is C(O)C. The product is [Cl:1][C:2]1[CH:3]=[CH:4][C:5]([NH:8][C:9]([C:11]2[CH:16]=[CH:15][CH:14]=[CH:13][C:12]=2[NH:17][C:18]([C:20]2[CH:25]=[CH:24][C:23]([C:26]3[CH:31]=[CH:30][CH:29]=[CH:28][C:27]=3[CH:32]=[N:33][NH:36][OH:35])=[CH:22][CH:21]=2)=[O:19])=[O:10])=[N:6][CH:7]=1. The yield is 0.275. (6) The reactants are [F:1][C:2]1[CH:7]=[CH:6][CH:5]=[CH:4][C:3]=1[N:8]1[CH:12]=[C:11]([CH3:13])[N:10]=[N:9]1.[Li]CCCC.C([Cu])#N.[Li+].[Cl-].[C:24](Cl)(=[O:26])[CH3:25].C(=O)([O-])[O-].[Na+].[Na+]. The catalyst is COCCOC.C1COCC1. The product is [F:1][C:2]1[CH:7]=[CH:6][CH:5]=[CH:4][C:3]=1[N:8]1[C:12]([C:24](=[O:26])[CH3:25])=[C:11]([CH3:13])[N:10]=[N:9]1. The yield is 0.560. (7) The reactants are [CH3:1][N:2]([CH3:17])[CH2:3][CH2:4][N:5]1[C:13]2[C:8](=[CH:9][C:10]([N+:14]([O-])=O)=[CH:11][CH:12]=2)[CH:7]=[N:6]1.[Cl-].[NH4+]. The catalyst is [Fe].C(O)C.O. The product is [CH3:1][N:2]([CH3:17])[CH2:3][CH2:4][N:5]1[C:13]2[C:8](=[CH:9][C:10]([NH2:14])=[CH:11][CH:12]=2)[CH:7]=[N:6]1. The yield is 0.920. (8) The reactants are [CH2:1]([C:4]1[CH:9]=[CH:8][C:7]([S:10](Cl)(=[O:12])=[O:11])=[CH:6][CH:5]=1)[CH2:2][CH3:3].N1C=CC=CC=1.[NH2:20][C:21]1[CH:30]=[CH:29][C:24]2[N:25]=[C:26]([CH3:28])[O:27][C:23]=2[CH:22]=1.C([O-])(O)=O.[Na+]. The catalyst is ClCCl. The product is [CH3:28][C:26]1[O:27][C:23]2[CH:22]=[C:21]([NH:20][S:10]([C:7]3[CH:8]=[CH:9][C:4]([CH2:1][CH2:2][CH3:3])=[CH:5][CH:6]=3)(=[O:12])=[O:11])[CH:30]=[CH:29][C:24]=2[N:25]=1. The yield is 0.700. (9) The reactants are [CH3:1][S:2][C:3]1[CH:8]=[CH:7][C:6]([N:9]2[C:13]3[CH:14]=[C:15]([C:18]([NH:20][NH2:21])=[O:19])[CH:16]=[CH:17][C:12]=3[N:11]=[CH:10]2)=[CH:5][CH:4]=1.[CH2:22]([N:24]=[C:25]=[S:26])[CH3:23]. No catalyst specified. The product is [CH2:22]([NH:24][C:25]([NH:21][NH:20][C:18]([C:15]1[CH:16]=[CH:17][C:12]2[N:11]=[CH:10][N:9]([C:6]3[CH:7]=[CH:8][C:3]([S:2][CH3:1])=[CH:4][CH:5]=3)[C:13]=2[CH:14]=1)=[O:19])=[S:26])[CH3:23]. The yield is 0.900.